From a dataset of Forward reaction prediction with 1.9M reactions from USPTO patents (1976-2016). Predict the product of the given reaction. Given the reactants [Cl:1][C:2]1[CH:7]=[CH:6][N:5]=[C:4]([NH:8][C:9](=[O:15])[O:10][C:11]([CH3:14])([CH3:13])[CH3:12])[CH:3]=1.CN(C)CCN(C)C.C([Li])CCC.[I:29]I.S([O-])(O)=O.[Na+], predict the reaction product. The product is: [Cl:1][C:2]1[CH:7]=[CH:6][N:5]=[C:4]([NH:8][C:9](=[O:15])[O:10][C:11]([CH3:12])([CH3:14])[CH3:13])[C:3]=1[I:29].